This data is from Forward reaction prediction with 1.9M reactions from USPTO patents (1976-2016). The task is: Predict the product of the given reaction. Given the reactants [CH3:1][C:2]1[CH:3]=[C:4]([CH:10]=[C:11]([CH3:13])[CH:12]=1)[O:5][CH2:6][C:7](O)=[O:8].S(Cl)([Cl:16])=O, predict the reaction product. The product is: [CH3:1][C:2]1[CH:3]=[C:4]([CH:10]=[C:11]([CH3:13])[CH:12]=1)[O:5][CH2:6][C:7]([Cl:16])=[O:8].